This data is from Catalyst prediction with 721,799 reactions and 888 catalyst types from USPTO. The task is: Predict which catalyst facilitates the given reaction. (1) Product: [CH2:1]([O:8][C:9](=[O:10])[NH:11][C:12]1[C:13]([C:29]([NH:32][C:33]2[CH:34]=[N:35][CH:36]=[CH:37][C:38]=2[N:39]2[CH2:44][C@H:43]([C:45]([F:46])([F:48])[F:47])[CH2:42][C@H:41]([NH:49][C:50]([O:51][C:52]([CH3:55])([CH3:54])[CH3:53])=[O:56])[CH2:40]2)=[O:30])=[N:14][C:15]2[C:20]([CH:21]=1)=[CH:19][CH:18]=[C:17]([N:22]1[CH2:23][CH2:24][N:25]([CH3:28])[CH2:26][CH2:27]1)[CH:16]=2)[C:2]1[CH:7]=[CH:6][CH:5]=[CH:4][CH:3]=1. Reactant: [CH2:1]([O:8][C:9]([NH:11][C:12]1[C:13]([C:29](O)=[O:30])=[N:14][C:15]2[C:20]([CH:21]=1)=[CH:19][CH:18]=[C:17]([N:22]1[CH2:27][CH2:26][N:25]([CH3:28])[CH2:24][CH2:23]1)[CH:16]=2)=[O:10])[C:2]1[CH:7]=[CH:6][CH:5]=[CH:4][CH:3]=1.[NH2:32][C:33]1[CH:34]=[N:35][CH:36]=[CH:37][C:38]=1[N:39]1[CH2:44][C@H:43]([C:45]([F:48])([F:47])[F:46])[CH2:42][C@H:41]([NH:49][C:50](=[O:56])[O:51][C:52]([CH3:55])([CH3:54])[CH3:53])[CH2:40]1.CN(C(ON1N=NC2C=CC=NC1=2)=[N+](C)C)C.F[P-](F)(F)(F)(F)F.CCN(C(C)C)C(C)C. The catalyst class is: 3. (2) Reactant: [CH3:1][C:2]1[O:10][C:9]2[CH:8]=[CH:7][N:6]([C:11]3[CH:16]=[CH:15][C:14]([N:17]4[CH2:22][CH2:21][NH:20][CH2:19][CH2:18]4)=[CH:13][CH:12]=3)[C:5](=[O:23])[C:4]=2[CH:3]=1.CC1C=CC(S(O[CH2:35][CH2:36][CH2:37][C:38]2[C:46]3[C:41](=[CH:42][CH:43]=[C:44]([C:47]#[N:48])[CH:45]=3)[NH:40][CH:39]=2)(=O)=O)=CC=1.C(=O)([O-])[O-].[K+].[K+].[I-].[K+]. Product: [CH3:1][C:2]1[O:10][C:9]2[CH:8]=[CH:7][N:6]([C:11]3[CH:12]=[CH:13][C:14]([N:17]4[CH2:22][CH2:21][N:20]([CH2:35][CH2:36][CH2:37][C:38]5[C:46]6[C:41](=[CH:42][CH:43]=[C:44]([C:47]#[N:48])[CH:45]=6)[NH:40][CH:39]=5)[CH2:19][CH2:18]4)=[CH:15][CH:16]=3)[C:5](=[O:23])[C:4]=2[CH:3]=1. The catalyst class is: 10. (3) Reactant: [F:1][C:2]1[CH:7]=[CH:6][C:5]([C:8]2[CH:9]=[CH:10][N:11]3[C:16]([C:17]=2[CH3:18])=[C:15]([CH:19]2[CH2:21][CH2:20]2)[CH:14]=[C:13]([C:22]([O:24]CC)=[O:23])[C:12]3=[O:27])=[CH:4][CH:3]=1.[Li+].[OH-].Cl.C(OCC)(=O)C. Product: [F:1][C:2]1[CH:3]=[CH:4][C:5]([C:8]2[CH:9]=[CH:10][N:11]3[C:16]([C:17]=2[CH3:18])=[C:15]([CH:19]2[CH2:21][CH2:20]2)[CH:14]=[C:13]([C:22]([OH:24])=[O:23])[C:12]3=[O:27])=[CH:6][CH:7]=1. The catalyst class is: 20.